This data is from Reaction yield outcomes from USPTO patents with 853,638 reactions. The task is: Predict the reaction yield, written as a fraction of the theoretical maximum amount of product (1.0 means a 100% yield; for example, 0.34 means a 34% yield). (1) The yield is 0.800. The catalyst is C(O)=O.C(O)C.[Zn]. The reactants are [Si:1]([O:8][CH2:9][C@@H:10]1[CH2:14][C:13]([CH3:15])=[CH:12][N:11]1[C:16]([C:18]1[CH:23]=[C:22]([O:24][CH3:25])[C:21]([O:26][Si:27]([CH:34]([CH3:36])[CH3:35])([CH:31]([CH3:33])[CH3:32])[CH:28]([CH3:30])[CH3:29])=[CH:20][C:19]=1[N+:37]([O-])=O)=[O:17])([C:4]([CH3:7])([CH3:6])[CH3:5])([CH3:3])[CH3:2]. The product is [NH2:37][C:19]1[CH:20]=[C:21]([O:26][Si:27]([CH:28]([CH3:29])[CH3:30])([CH:34]([CH3:36])[CH3:35])[CH:31]([CH3:33])[CH3:32])[C:22]([O:24][CH3:25])=[CH:23][C:18]=1[C:16]([N:11]1[CH:12]=[C:13]([CH3:15])[CH2:14][C@H:10]1[CH2:9][O:8][Si:1]([C:4]([CH3:7])([CH3:6])[CH3:5])([CH3:2])[CH3:3])=[O:17]. (2) The reactants are [C:1]1(=[O:11])[NH:5][C:4](=[O:6])[C:3]2=[CH:7][CH:8]=[CH:9][CH:10]=[C:2]12.[K].[CH2:13]([C@@H:15]1[O:17][CH2:16]1)Cl. The catalyst is [Cl-].C([N+](C)(C)C)C1C=CC=CC=1.C(O)(C)C. The product is [CH2:13]([C:10]1[CH:9]=[CH:8][CH:7]=[C:3]2[C:4]([NH:5][C:1](=[O:11])[C:2]=12)=[O:6])[C@H:15]1[O:17][CH2:16]1. The yield is 0.830. (3) The reactants are [CH3:1][N:2]1[CH:6]=[C:5]([C:7]2[CH:12]=[C:11]([O:13][C:14]3[CH:15]=[N:16][C:17]([N+:20]([O-])=O)=[CH:18][CH:19]=3)[CH:10]=[CH:9][N:8]=2)[N:4]=[CH:3]1. The catalyst is CO.[Pd]. The product is [CH3:1][N:2]1[CH:6]=[C:5]([C:7]2[CH:12]=[C:11]([O:13][C:14]3[CH:19]=[CH:18][C:17]([NH2:20])=[N:16][CH:15]=3)[CH:10]=[CH:9][N:8]=2)[N:4]=[CH:3]1. The yield is 0.910. (4) The reactants are [CH3:1][C:2]1[CH:8]=[C:7]([N+:9]([O-:11])=[O:10])[CH:6]=[CH:5][C:3]=1[NH2:4].C(N(CC)CC)C.[CH3:19][C:20]([CH3:25])([CH3:24])[C:21](Cl)=[O:22]. The catalyst is C(Cl)Cl. The product is [CH3:19][C:20]([CH3:25])([CH3:24])[C:21]([NH:4][C:3]1[CH:5]=[CH:6][C:7]([N+:9]([O-:11])=[O:10])=[CH:8][C:2]=1[CH3:1])=[O:22]. The yield is 0.860. (5) The catalyst is C(OCC)(=O)C. The reactants are [CH2:1](O)[CH3:2].[F:4][C:5]([F:11])([F:10])[S:6]([NH2:9])(=[O:8])=[O:7].[C:12]12([C:22]([OH:24])=[O:23])[CH2:21][CH:16]3[CH2:17][CH:18]([CH2:20][CH:14]([CH2:15]3)[CH2:13]1)[CH2:19]2.C1(C)C=CC(S(O)(=O)=O)=CC=1.C1(C)C=CC=CC=1. The yield is 0.750. The product is [C:12]12([C:22]([O:24][CH2:1][CH2:2][NH:9][S:6]([C:5]([F:11])([F:10])[F:4])(=[O:8])=[O:7])=[O:23])[CH2:21][CH:16]3[CH2:17][CH:18]([CH2:20][CH:14]([CH2:15]3)[CH2:13]1)[CH2:19]2. (6) The reactants are [NH2:1][C:2]1[N:3]=[CH:4][C:5]([C:29]([O:31]CC)=[O:30])=[N:6][C:7]=1[C:8]1[CH:13]=[CH:12][C:11]([C:14](=[O:27])[NH:15][C@@H:16]([C:19]2[CH:24]=[C:23]([F:25])[CH:22]=[C:21]([Br:26])[CH:20]=2)[CH2:17][OH:18])=[C:10]([F:28])[CH:9]=1.O[Li].O. The catalyst is CO.C1COCC1.O. The product is [NH2:1][C:2]1[N:3]=[CH:4][C:5]([C:29]([OH:31])=[O:30])=[N:6][C:7]=1[C:8]1[CH:13]=[CH:12][C:11]([C:14](=[O:27])[NH:15][C@@H:16]([C:19]2[CH:24]=[C:23]([F:25])[CH:22]=[C:21]([Br:26])[CH:20]=2)[CH2:17][OH:18])=[C:10]([F:28])[CH:9]=1. The yield is 1.00.